Dataset: Peptide-MHC class I binding affinity with 185,985 pairs from IEDB/IMGT. Task: Regression. Given a peptide amino acid sequence and an MHC pseudo amino acid sequence, predict their binding affinity value. This is MHC class I binding data. (1) The peptide sequence is AVRQFRASV. The MHC is HLA-A31:01 with pseudo-sequence HLA-A31:01. The binding affinity (normalized) is 0.0847. (2) The peptide sequence is ISPRTLNAW. The MHC is HLA-B44:03 with pseudo-sequence HLA-B44:03. The binding affinity (normalized) is 0. (3) The peptide sequence is WLSVIWMMWY. The MHC is HLA-A02:03 with pseudo-sequence HLA-A02:03. The binding affinity (normalized) is 0.0468. (4) The peptide sequence is YSLLNRKAI. The MHC is HLA-B27:05 with pseudo-sequence HLA-B27:05. The binding affinity (normalized) is 0.0847. (5) The MHC is HLA-B58:01 with pseudo-sequence HLA-B58:01. The peptide sequence is MMHASTSPF. The binding affinity (normalized) is 0.872. (6) The peptide sequence is SMKGENVFI. The MHC is HLA-A03:01 with pseudo-sequence HLA-A03:01. The binding affinity (normalized) is 0.